Dataset: Peptide-MHC class I binding affinity with 185,985 pairs from IEDB/IMGT. Task: Regression. Given a peptide amino acid sequence and an MHC pseudo amino acid sequence, predict their binding affinity value. This is MHC class I binding data. The peptide sequence is VYGNIKHKE. The MHC is HLA-A03:01 with pseudo-sequence HLA-A03:01. The binding affinity (normalized) is 0.